From a dataset of Reaction yield outcomes from USPTO patents with 853,638 reactions. Predict the reaction yield, written as a fraction of the theoretical maximum amount of product (1.0 means a 100% yield; for example, 0.34 means a 34% yield). (1) The reactants are [N+:1]([C:4]1[CH:12]=[CH:11][CH:10]=[C:9]2[C:5]=1[CH:6]=[N:7][NH:8]2)([O-:3])=[O:2].[OH-].[K+].Br[CH2:16][C:17]1[CH:22]=[CH:21][CH:20]=[CH:19][CH:18]=1. The catalyst is CC(C)=O. The product is [CH2:16]([N:8]1[C:9]2[C:5](=[C:4]([N+:1]([O-:3])=[O:2])[CH:12]=[CH:11][CH:10]=2)[CH:6]=[N:7]1)[C:17]1[CH:22]=[CH:21][CH:20]=[CH:19][CH:18]=1. The yield is 0.330. (2) The reactants are [OH:1][C:2]1([C@H:6]([NH:8][C:9](=[O:15])[O:10][C:11]([CH3:14])([CH3:13])[CH3:12])[CH3:7])[CH2:5][NH:4][CH2:3]1.C(N(C(C)C)CC)(C)C.[F:25][C:26]1[C:27]([NH:36][C:37]2[CH:42]=[CH:41][C:40]([I:43])=[CH:39][C:38]=2[F:44])=[C:28]([CH:32]=[CH:33][C:34]=1[F:35])[C:29](F)=[O:30]. The catalyst is ClCCl. The product is [F:25][C:26]1[C:27]([NH:36][C:37]2[CH:42]=[CH:41][C:40]([I:43])=[CH:39][C:38]=2[F:44])=[C:28]([C:29]([N:4]2[CH2:3][C:2]([C@H:6]([NH:8][C:9](=[O:15])[O:10][C:11]([CH3:14])([CH3:13])[CH3:12])[CH3:7])([OH:1])[CH2:5]2)=[O:30])[CH:32]=[CH:33][C:34]=1[F:35]. The yield is 0.610.